This data is from Full USPTO retrosynthesis dataset with 1.9M reactions from patents (1976-2016). The task is: Predict the reactants needed to synthesize the given product. Given the product [Cl:17][C:14]1[S:13][C:12]([C:8]2[C:7]([CH2:6][O:5][C:19]3[CH:24]=[CH:23][C:22]([CH2:25][CH2:26][C:27]([OH:29])=[O:28])=[C:21]([CH3:32])[C:20]=3[CH3:33])=[CH:11][S:10][N:9]=2)=[CH:16][CH:15]=1, predict the reactants needed to synthesize it. The reactants are: CS([O:5][CH2:6][C:7]1[C:8]([C:12]2[S:13][C:14]([Cl:17])=[CH:15][CH:16]=2)=[N:9][S:10][CH:11]=1)(=O)=O.O[C:19]1[CH:24]=[CH:23][C:22]([CH2:25][CH2:26][C:27]([O:29]CC)=[O:28])=[C:21]([CH3:32])[C:20]=1[CH3:33].